This data is from Full USPTO retrosynthesis dataset with 1.9M reactions from patents (1976-2016). The task is: Predict the reactants needed to synthesize the given product. (1) Given the product [F:1][C:2]1[CH:7]=[C:6]([CH:5]=[CH:4][C:3]=1[O:11][CH3:12])[NH2:8], predict the reactants needed to synthesize it. The reactants are: [F:1][C:2]1[CH:7]=[C:6]([N+:8]([O-])=O)[CH:5]=[CH:4][C:3]=1[O:11][CH3:12]. (2) Given the product [CH2:1]([N:8]1[CH:12]=[C:11]([C:13]2[CH:14]=[C:15]([C:16]([O:18][CH2:19][CH3:20])=[O:17])[NH:27][N:26]=2)[N:10]=[CH:9]1)[C:2]1[CH:7]=[CH:6][CH:5]=[CH:4][CH:3]=1, predict the reactants needed to synthesize it. The reactants are: [CH2:1]([N:8]1[CH:12]=[C:11]([C:13](=O)/[CH:14]=[C:15](\[O-])/[C:16]([O:18][CH2:19][CH3:20])=[O:17])[N:10]=[CH:9]1)[C:2]1[CH:7]=[CH:6][CH:5]=[CH:4][CH:3]=1.[Li+].Cl.Cl.[NH2:26][NH2:27]. (3) Given the product [F:38][C:2]([F:1])([F:37])[C:3]1[CH:4]=[C:5]([C@H:13]([O:15][C@H:16]2[CH2:24][N:23]3[C@@H:18]([CH2:19][CH:20]([C:26]([OH:28])=[O:27])[CH2:21][C:22]3=[O:25])[C@@H:17]2[C:30]2[CH:35]=[CH:34][C:33]([F:36])=[CH:32][CH:31]=2)[CH3:14])[CH:6]=[C:7]([C:9]([F:10])([F:11])[F:12])[CH:8]=1, predict the reactants needed to synthesize it. The reactants are: [F:1][C:2]([F:38])([F:37])[C:3]1[CH:4]=[C:5]([C@H:13]([O:15][C@H:16]2[CH2:24][N:23]3[C@@H:18]([CH2:19][CH:20]([C:26]([O:28]C)=[O:27])[CH2:21][C:22]3=[O:25])[C@@H:17]2[C:30]2[CH:35]=[CH:34][C:33]([F:36])=[CH:32][CH:31]=2)[CH3:14])[CH:6]=[C:7]([C:9]([F:12])([F:11])[F:10])[CH:8]=1.O[Li].O. (4) Given the product [NH2:13][C:9]1[N:1]=[C:2]2[S:3][CH:4]=[CH:5][C:6]2=[CH:7][C:10]=1[C:11]#[N:12], predict the reactants needed to synthesize it. The reactants are: [NH2:1][C:2]1[S:3][CH:4]=[CH:5][C:6]=1[CH:7]=O.[C:9](#[N:13])[CH2:10][C:11]#[N:12]. (5) Given the product [C:1]1([S:7]([C@H:10]2[C@H:16]3[C@H:14]([O:15]3)[CH2:13][C@H:12]([OH:17])[C@@H:11]2[CH3:18])(=[O:9])=[O:8])[CH:2]=[CH:3][CH:4]=[CH:5][CH:6]=1, predict the reactants needed to synthesize it. The reactants are: [C:1]1([S:7]([C@H:10]2[C@H:16]3[C@H:14]([O:15]3)[CH2:13][C@H:12]([OH:17])[C@@H:11]2[CH:18](C)C)(=[O:9])=[O:8])[CH:6]=[CH:5][CH:4]=[CH:3][CH:2]=1.CC(O)C.